The task is: Predict the product of the given reaction.. This data is from Forward reaction prediction with 1.9M reactions from USPTO patents (1976-2016). (1) Given the reactants [C:1]([Si:5]([CH3:36])([CH3:35])[O:6][CH:7]([C:31]([CH3:34])([CH3:33])[CH3:32])[CH2:8][O:9][C:10]1[CH:15]=[CH:14][C:13]([C:16]([C:21]2[CH:26]=[CH:25][C:24]([CH2:27][OH:28])=[C:23]([CH3:29])[CH:22]=2)([CH2:19][CH3:20])[CH2:17][CH3:18])=[CH:12][C:11]=1[CH3:30])([CH3:4])([CH3:3])[CH3:2].[C:37]([O:41][CH3:42])(=[O:40])[CH2:38]O, predict the reaction product. The product is: [CH3:42][O:41][C:37](=[O:40])[CH2:38][O:28][CH2:27][C:24]1[CH:25]=[CH:26][C:21]([C:16]([C:13]2[CH:14]=[CH:15][C:10]([O:9][CH2:8][CH:7]([O:6][Si:5]([C:1]([CH3:3])([CH3:2])[CH3:4])([CH3:35])[CH3:36])[C:31]([CH3:34])([CH3:33])[CH3:32])=[C:11]([CH3:30])[CH:12]=2)([CH2:19][CH3:20])[CH2:17][CH3:18])=[CH:22][C:23]=1[CH3:29]. (2) Given the reactants [CH:1]1([N:6]2[C:11](=[O:12])[C:10]([C:13]([NH:15][CH2:16][C:17]([O:19]CC)=[O:18])=[O:14])=[C:9]([OH:22])[C:8]([C:23](OC)=[O:24])=[C:7]2[OH:27])[CH2:5][CH2:4][CH2:3][CH2:2]1.C(N(C(C)C)CC)(C)C.Cl.[CH:38]1([CH2:41][CH2:42][NH2:43])[CH2:40][CH2:39]1.Cl, predict the reaction product. The product is: [CH:1]1([N:6]2[C:7]([OH:27])=[C:8]([C:23]([NH:43][CH2:42][CH2:41][CH:38]3[CH2:40][CH2:39]3)=[O:24])[C:9]([OH:22])=[C:10]([C:13]([NH:15][CH2:16][C:17]([OH:19])=[O:18])=[O:14])[C:11]2=[O:12])[CH2:5][CH2:4][CH2:3][CH2:2]1.